This data is from Peptide-MHC class II binding affinity with 134,281 pairs from IEDB. The task is: Regression. Given a peptide amino acid sequence and an MHC pseudo amino acid sequence, predict their binding affinity value. This is MHC class II binding data. (1) The binding affinity (normalized) is 0.239. The peptide sequence is LPIGTRSVETDKGPL. The MHC is HLA-DQA10201-DQB10303 with pseudo-sequence HLA-DQA10201-DQB10303. (2) The peptide sequence is TIDGRGAEVHIGNGG. The MHC is DRB1_1302 with pseudo-sequence DRB1_1302. The binding affinity (normalized) is 0.0849. (3) The MHC is DRB5_0101 with pseudo-sequence DRB5_0101. The binding affinity (normalized) is 0.0772. The peptide sequence is AEDVIPEGWKADTSY. (4) The peptide sequence is GLAYKFVVPGAATPY. The MHC is DRB4_0101 with pseudo-sequence DRB4_0103. The binding affinity (normalized) is 0.258.